Predict the reaction yield, written as a fraction of the theoretical maximum amount of product (1.0 means a 100% yield; for example, 0.34 means a 34% yield). From a dataset of Reaction yield outcomes from USPTO patents with 853,638 reactions. (1) The reactants are [C:1]1(B(O)O)[CH:6]=[CH:5][CH:4]=[CH:3][CH:2]=1.[C:10]([C:12]1[CH:17]=[CH:16][C:15]([NH:18][CH:19]([C:25]2[CH:30]=[C:29]([OH:31])[CH:28]=[C:27]([CH2:32][CH3:33])[CH:26]=2)[C:20]([O:22][CH2:23][CH3:24])=[O:21])=[CH:14][CH:13]=1)#[N:11].N1C=CC=CC=1. The catalyst is C(Cl)Cl.C([O-])(=O)C.[Cu+2].C([O-])(=O)C. The product is [C:10]([C:12]1[CH:17]=[CH:16][C:15]([NH:18][CH:19]([C:25]2[CH:30]=[C:29]([O:31][C:1]3[CH:6]=[CH:5][CH:4]=[CH:3][CH:2]=3)[CH:28]=[C:27]([CH2:32][CH3:33])[CH:26]=2)[C:20]([O:22][CH2:23][CH3:24])=[O:21])=[CH:14][CH:13]=1)#[N:11]. The yield is 0.810. (2) The reactants are C[O:2][C:3]([C:5]1[CH:6]=[N:7][C:8](Br)=[CH:9][CH:10]=1)=[O:4].[F:12][C:13]1[CH:18]=[CH:17][C:16](B(O)O)=[C:15]([CH3:22])[CH:14]=1.[F-].[Cs+].C(=O)([O-])[O-].[Na+].[Na+].C1(P(C2C=CC=CC=2)C2C=CC=CC=2)C=CC=CC=1. The product is [F:12][C:13]1[CH:18]=[CH:17][C:16]([C:8]2[N:7]=[CH:6][C:5]([C:3]([OH:2])=[O:4])=[CH:10][CH:9]=2)=[C:15]([CH3:22])[CH:14]=1. The yield is 0.740. The catalyst is CN(C=O)C.O.CC([O-])=O.CC([O-])=O.[Pd+2]. (3) The reactants are [CH3:1][C:2]1[CH:8]=[C:7]([N+:9]([O-:11])=[O:10])[CH:6]=[CH:5][C:3]=1[NH2:4].[C:12](Cl)(=[O:19])[C:13]1[CH:18]=[CH:17][CH:16]=[CH:15][CH:14]=1. The catalyst is C1(C)C=CC=CC=1. The product is [CH3:1][C:2]1[CH:8]=[C:7]([N+:9]([O-:11])=[O:10])[CH:6]=[CH:5][C:3]=1[NH:4][C:12](=[O:19])[C:13]1[CH:18]=[CH:17][CH:16]=[CH:15][CH:14]=1. The yield is 0.950. (4) The yield is 0.261. The product is [OH:21][C:4]1[C:5]([C:12]([NH:14][CH2:15][C:16]([OH:18])=[O:17])=[O:13])=[C:6]2[C:11](=[C:2]([C:25]3[CH:26]=[CH:27][N:23]([CH3:22])[N:24]=3)[CH:3]=1)[N:10]=[CH:9][CH:8]=[N:7]2. The catalyst is O1CCOCC1.O.CO.C1C=CC([P]([Pd]([P](C2C=CC=CC=2)(C2C=CC=CC=2)C2C=CC=CC=2)([P](C2C=CC=CC=2)(C2C=CC=CC=2)C2C=CC=CC=2)[P](C2C=CC=CC=2)(C2C=CC=CC=2)C2C=CC=CC=2)(C2C=CC=CC=2)C2C=CC=CC=2)=CC=1. The reactants are Br[C:2]1[CH:3]=[C:4]([OH:21])[C:5]([C:12]([NH:14][CH2:15][C:16]([O:18]CC)=[O:17])=[O:13])=[C:6]2[C:11]=1[N:10]=[CH:9][CH:8]=[N:7]2.[CH3:22][N:23]1[CH:27]=[CH:26][C:25](B2OC(C)(C)C(C)(C)O2)=[N:24]1.C(=O)([O-])[O-].[K+].[K+].[OH-].[Na+]. (5) The reactants are [CH2:1](Br)[C:2]1[CH:7]=[CH:6][CH:5]=[CH:4][CH:3]=1.C([O-])([O-])=O.[K+].[K+].[OH:15][C:16]1[CH:25]=[C:24]([NH:26][C:27](=[O:40])[CH:28]=[CH:29][C:30]2[CH:39]=[CH:38][C:37]3[C:32](=[CH:33][CH:34]=[CH:35][CH:36]=3)[CH:31]=2)[CH:23]=[CH:22][C:17]=1[C:18]([O:20][CH3:21])=[O:19].C1CCN2C(=NCCC2)CC1.Cl.[N+:53]([CH3:56])([O-:55])=[O:54]. The catalyst is CN(C=O)C.O. The product is [CH2:1]([O:15][C:16]1[CH:25]=[C:24]([NH:26][C:27](=[O:40])[CH2:28][CH:29]([C:30]2[CH:39]=[CH:38][C:37]3[C:32](=[CH:33][CH:34]=[CH:35][CH:36]=3)[CH:31]=2)[CH2:56][N+:53]([O-:55])=[O:54])[CH:23]=[CH:22][C:17]=1[C:18]([O:20][CH3:21])=[O:19])[C:2]1[CH:7]=[CH:6][CH:5]=[CH:4][CH:3]=1. The yield is 0.720. (6) The reactants are [NH2:1][C:2]1[CH:7]=[CH:6][C:5]([N+:8]([O-:10])=[O:9])=[CH:4][C:3]=1[C:11]#[C:12][C:13]([CH3:19])([CH3:18])[C:14]([O:16][CH3:17])=[O:15].N1C=CC=CC=1.[C:26](Cl)(=[O:30])[CH2:27][CH2:28][CH3:29]. The catalyst is C(Cl)Cl. The product is [C:26]([NH:1][C:2]1[CH:7]=[CH:6][C:5]([N+:8]([O-:10])=[O:9])=[CH:4][C:3]=1[C:11]#[C:12][C:13]([CH3:19])([CH3:18])[C:14]([O:16][CH3:17])=[O:15])(=[O:30])[CH2:27][CH2:28][CH3:29]. The yield is 0.450.